Predict which catalyst facilitates the given reaction. From a dataset of Catalyst prediction with 721,799 reactions and 888 catalyst types from USPTO. (1) Reactant: [C:1]([C:4]1[NH:5][C:6]([C:10]2[C:11]([CH3:21])=[CH:12][C:13]([CH3:20])=[C:14]([CH:19]=2)[C:15]([O:17][CH3:18])=[O:16])=[C:7]([CH3:9])[N:8]=1)(=[O:3])[CH3:2].[BH4-].[Na+]. Product: [OH:3][CH:1]([C:4]1[NH:5][C:6]([C:10]2[C:11]([CH3:21])=[CH:12][C:13]([CH3:20])=[C:14]([CH:19]=2)[C:15]([O:17][CH3:18])=[O:16])=[C:7]([CH3:9])[N:8]=1)[CH3:2]. The catalyst class is: 5. (2) Reactant: Br[C:2]1[CH:7]=[CH:6][C:5]([C:8]2([O:26][C@H:25]([CH2:27][O:28][C:29](=[O:31])[CH3:30])[C@@H:20]([O:21][C:22](=[O:24])[CH3:23])[C@H:15]([O:16][C:17](=[O:19])[CH3:18])[C@H:10]2[O:11][C:12](=[O:14])[CH3:13])[OH:9])=[CH:4][C:3]=1[CH2:32][O:33][C:34]1[CH:39]=[CH:38][CH:37]=[CH:36][CH:35]=1.[Cu][C:41]#[N:42]. Product: [O:33]([CH2:32][C:3]1[CH:4]=[C:5]([C:8]2([O:26][C@H:25]([CH2:27][O:28][C:29](=[O:31])[CH3:30])[C@@H:20]([O:21][C:22](=[O:24])[CH3:23])[C@H:15]([O:16][C:17](=[O:19])[CH3:18])[C@H:10]2[O:11][C:12](=[O:14])[CH3:13])[OH:9])[CH:6]=[CH:7][C:2]=1[C:41]#[N:42])[C:34]1[CH:35]=[CH:36][CH:37]=[CH:38][CH:39]=1. The catalyst class is: 37. (3) Reactant: [BH4-].[Na+].[CH3:3][O:4][C:5]1[CH:6]=[C:7]([C:11]2([C:18]([O:20][CH3:21])=[O:19])[CH2:16][CH2:15][C:14](=[O:17])[CH2:13][CH2:12]2)[CH:8]=[CH:9][CH:10]=1.[Cl-].[NH4+]. Product: [OH:17][CH:14]1[CH2:15][CH2:16][C:11]([C:7]2[CH:8]=[CH:9][CH:10]=[C:5]([O:4][CH3:3])[CH:6]=2)([C:18]([O:20][CH3:21])=[O:19])[CH2:12][CH2:13]1. The catalyst class is: 5.